Dataset: Full USPTO retrosynthesis dataset with 1.9M reactions from patents (1976-2016). Task: Predict the reactants needed to synthesize the given product. (1) Given the product [ClH:68].[NH2:8][CH2:9][C@H:10]1[CH2:15][CH2:14][C@H:13]([C:16]([NH:18][C@@H:19]([CH2:20][C:21]2[CH:26]=[CH:25][C:24]([C:27]3[CH:32]=[CH:31][C:30]([S:33](=[O:35])(=[O:34])[NH:36][CH:37]4[CH2:42][CH2:41][NH:40][CH2:39][CH2:38]4)=[CH:29][C:28]=3[C:50]([F:51])([F:52])[F:53])=[CH:23][CH:22]=2)[C:54](=[O:67])[NH:55][C:56]2[CH:61]=[CH:60][C:59]([C:62]3[N:66]=[N:65][NH:64][N:63]=3)=[CH:58][CH:57]=2)=[O:17])[CH2:12][CH2:11]1, predict the reactants needed to synthesize it. The reactants are: C(OC([NH:8][CH2:9][C@H:10]1[CH2:15][CH2:14][C@H:13]([C:16]([NH:18][C@H:19]([C:54](=[O:67])[NH:55][C:56]2[CH:61]=[CH:60][C:59]([C:62]3[N:63]=[N:64][NH:65][N:66]=3)=[CH:58][CH:57]=2)[CH2:20][C:21]2[CH:26]=[CH:25][C:24]([C:27]3[CH:32]=[CH:31][C:30]([S:33]([NH:36][CH:37]4[CH2:42][CH2:41][N:40](C(OC(C)(C)C)=O)[CH2:39][CH2:38]4)(=[O:35])=[O:34])=[CH:29][C:28]=3[C:50]([F:53])([F:52])[F:51])=[CH:23][CH:22]=2)=[O:17])[CH2:12][CH2:11]1)=O)(C)(C)C.[ClH:68]. (2) Given the product [O:23]=[C:14]1[N:13]([C:10]2[CH:11]=[CH:12][C:4]3[C:3]4[NH:36][N:35]=[C:34]([NH:33][CH2:32][CH2:31][C:26]5[CH:27]=[CH:28][CH:29]=[CH:30][N:25]=5)[C:2]=4[CH2:8][CH2:7][CH2:6][C:5]=3[CH:9]=2)[CH2:17][C@H:16]([CH2:18][NH:19][C:20](=[O:22])[CH3:21])[O:15]1, predict the reactants needed to synthesize it. The reactants are: Br[CH:2]1[CH2:8][CH2:7][CH2:6][C:5]2[CH:9]=[C:10]([N:13]3[CH2:17][C@H:16]([CH2:18][NH:19][C:20](=[O:22])[CH3:21])[O:15][C:14]3=[O:23])[CH:11]=[CH:12][C:4]=2[C:3]1=O.[N:25]1[CH:30]=[CH:29][CH:28]=[CH:27][C:26]=1[CH2:31][CH2:32][NH:33][C:34](=S)[NH:35][NH2:36]. (3) The reactants are: [CH3:1][S:2][C:3]1[N:8]=[C:7]([N:9]2[CH2:14][CH2:13][O:12][C:11]3[CH:15]=[N:16][C:17]([C:19]4[CH:24]=[CH:23][CH:22]=[CH:21][CH:20]=4)=[N:18][C:10]2=3)[CH:6]=[CH:5][N:4]=1.ClC1C=C(C=CC=1)C(OO)=[O:30]. Given the product [CH3:1][S:2]([C:3]1[N:8]=[C:7]([N:9]2[CH2:14][CH2:13][O:12][C:11]3[CH:15]=[N:16][C:17]([C:19]4[CH:20]=[CH:21][CH:22]=[CH:23][CH:24]=4)=[N:18][C:10]2=3)[CH:6]=[CH:5][N:4]=1)=[O:30], predict the reactants needed to synthesize it. (4) Given the product [CH3:1][O:2][C:3]([C:5]1[S:6][C:7]([S:21][CH3:22])=[C:8]([S:10]([C:13]2[CH:14]=[N:15][C:16]([NH:29][CH2:28][CH:25]3[CH2:24][CH2:23][CH2:27][O:26]3)=[C:17]([Br:19])[CH:18]=2)(=[O:12])=[O:11])[CH:9]=1)=[O:4], predict the reactants needed to synthesize it. The reactants are: [CH3:1][O:2][C:3]([C:5]1[S:6][C:7]([S:21][CH3:22])=[C:8]([S:10]([C:13]2[CH:14]=[N:15][C:16](Cl)=[C:17]([Br:19])[CH:18]=2)(=[O:12])=[O:11])[CH:9]=1)=[O:4].[CH2:23]1[CH2:27][O:26][CH2:25][CH2:24]1.[CH3:28][N:29](C=O)C. (5) Given the product [NH2:4][C:5]1[N:10]=[CH:9][N:8]=[C:7]([C:11]2[S:15][C:14]([C:16]([NH:18][CH2:19][C:20]3[CH:25]=[CH:24][CH:23]=[C:22]([O:26][CH3:27])[CH:21]=3)=[O:17])=[CH:13][CH:12]=2)[CH:6]=1, predict the reactants needed to synthesize it. The reactants are: C([NH:4][C:5]1[N:10]=[CH:9][N:8]=[C:7]([C:11]2[S:15][C:14]([C:16]([NH:18][CH2:19][C:20]3[CH:25]=[CH:24][CH:23]=[C:22]([O:26][CH3:27])[CH:21]=3)=[O:17])=[CH:13][CH:12]=2)[CH:6]=1)C=C.CN1C(=O)CC(=O)N(C)C1=O. (6) Given the product [CH2:31]([O:8][C:7]1[CH:6]=[CH:5][C:4]([N:9]2[C:16](=[S:17])[N:15]([C:18]3[CH:19]=[C:20]([C:26]([F:29])([F:27])[F:28])[C:21]([C:24]#[N:25])=[N:22][CH:23]=3)[C:14](=[O:30])[C:10]32[CH2:11][CH2:12][CH2:13]3)=[CH:3][C:2]=1[F:1])[C:32]1[CH:37]=[CH:36][CH:35]=[CH:34][CH:33]=1, predict the reactants needed to synthesize it. The reactants are: [F:1][C:2]1[CH:3]=[C:4]([N:9]2[C:16](=[S:17])[N:15]([C:18]3[CH:19]=[C:20]([C:26]([F:29])([F:28])[F:27])[C:21]([C:24]#[N:25])=[N:22][CH:23]=3)[C:14](=[O:30])[C:10]32[CH2:13][CH2:12][CH2:11]3)[CH:5]=[CH:6][C:7]=1[OH:8].[CH2:31](O)[C:32]1[CH:37]=[CH:36][CH:35]=[CH:34][CH:33]=1.N(C(OC(C)C)=O)=NC(OC(C)C)=O.